Dataset: Forward reaction prediction with 1.9M reactions from USPTO patents (1976-2016). Task: Predict the product of the given reaction. (1) Given the reactants P(Cl)(Cl)([Cl:3])=O.[CH2:6]([C:8]1[NH:13][C:12](=O)[CH:11]=[C:10]([C:15]([OH:17])=[O:16])[CH:9]=1)[CH3:7], predict the reaction product. The product is: [Cl:3][C:12]1[CH:11]=[C:10]([C:15]([OH:17])=[O:16])[CH:9]=[C:8]([CH2:6][CH3:7])[N:13]=1. (2) Given the reactants Cl[C:2]1[N:3]=[C:4]([N:12]2[CH2:17][CH2:16][O:15][CH2:14][CH2:13]2)[C:5]2[S:10][C:9](I)=[N:8][C:6]=2[N:7]=1.[C:18]([NH:21][C:22]1[CH:23]=[C:24](B(O)O)[CH:25]=[CH:26][CH:27]=1)(=[O:20])[CH3:19].C(=O)([O-])[O-].[Na+].[Na+].[C:37](#[N:39])[CH3:38], predict the reaction product. The product is: [NH2:7][C:2]1[N:3]=[CH:4][C:38]([C:2]2[N:3]=[C:4]([N:12]3[CH2:17][CH2:16][O:15][CH2:14][CH2:13]3)[C:5]3[S:10][C:9]([C:26]4[CH:27]=[C:22]([NH:21][C:18](=[O:20])[CH3:19])[CH:23]=[CH:24][CH:25]=4)=[N:8][C:6]=3[N:7]=2)=[CH:37][N:39]=1. (3) Given the reactants [Cl:1][C:2]1[N:3]=[CH:4][C:5]2[NH:11][C:10](=[O:12])[C:9]([F:14])([F:13])[CH2:8][N:7]([CH2:15][CH2:16][CH2:17][C:18]3[CH:23]=[CH:22][CH:21]=[CH:20][CH:19]=3)[C:6]=2[N:24]=1.[C:25](=O)([O-])[O-].[Cs+].[Cs+].IC, predict the reaction product. The product is: [Cl:1][C:2]1[N:3]=[CH:4][C:5]2[N:11]([CH3:25])[C:10](=[O:12])[C:9]([F:14])([F:13])[CH2:8][N:7]([CH2:15][CH2:16][CH2:17][C:18]3[CH:23]=[CH:22][CH:21]=[CH:20][CH:19]=3)[C:6]=2[N:24]=1. (4) Given the reactants Br.Br[CH2:3][C:4]([C:6]1[CH:11]=[CH:10][N:9]=[CH:8][CH:7]=1)=O.[F:12][C:13]1[CH:18]=[CH:17][CH:16]=[CH:15][C:14]=1[NH:19][C:20]([NH2:22])=[S:21].N, predict the reaction product. The product is: [F:12][C:13]1[CH:18]=[CH:17][CH:16]=[CH:15][C:14]=1[NH:19][C:20]1[S:21][CH:3]=[C:4]([C:6]2[CH:11]=[CH:10][N:9]=[CH:8][CH:7]=2)[N:22]=1. (5) Given the reactants [C:1]12([C:11]3[CH:12]=[C:13]([C:18]4[CH:19]=[C:20]([CH:23]=[CH:24][CH:25]=4)[CH:21]=O)[CH:14]=[CH:15][C:16]=3[OH:17])[CH2:10][CH:5]3[CH2:6][CH:7]([CH2:9][CH:3]([CH2:4]3)[CH2:2]1)[CH2:8]2.[S:26]1[CH2:32][C:30](=[O:31])[NH:29][C:27]1=S.[CH3:33][N:34]1[CH2:39][CH2:38][NH:37][CH2:36][CH2:35]1, predict the reaction product. The product is: [C:1]12([C:11]3[CH:12]=[C:13]([C:18]4[CH:19]=[C:20]([CH:23]=[CH:24][CH:25]=4)[CH:21]=[C:32]4[S:26][C:27]([N:37]5[CH2:38][CH2:39][N:34]([CH3:33])[CH2:35][CH2:36]5)=[N:29][C:30]4=[O:31])[CH:14]=[CH:15][C:16]=3[OH:17])[CH2:10][CH:5]3[CH2:4][CH:3]([CH2:9][CH:7]([CH2:6]3)[CH2:8]1)[CH2:2]2. (6) Given the reactants [CH3:1][O:2][C:3]1[CH:4]=[CH:5][C:6]2[O:10][C:9]([CH2:11]O)=[CH:8][C:7]=2[CH:13]=1.C(Br)(Br)(Br)[Br:15].C1C=CC(P(C2C=CC=CC=2)C2C=CC=CC=2)=CC=1, predict the reaction product. The product is: [Br:15][CH2:11][C:9]1[O:10][C:6]2[CH:5]=[CH:4][C:3]([O:2][CH3:1])=[CH:13][C:7]=2[CH:8]=1. (7) Given the reactants CO[C:3]1[CH:8]=[CH:7][CH:6]=[CH:5][C:4]=1[S:9][CH2:10][CH2:11][CH2:12][N:13]([C@H:29]1[CH2:34][CH2:33][C@H:32]([CH3:35])[CH2:31][CH2:30]1)[C:14](=[O:28])[NH:15][C:16]1[S:17][C:18]([S:21][C:22]([CH3:27])([CH3:26])[C:23]([OH:25])=[O:24])=[CH:19][N:20]=1.[F:36]C1C=CC(S)=CC=1.C(OC(=O)C(SC1SC(N)=NC=1)(C)C)C, predict the reaction product. The product is: [F:36][C:7]1[CH:6]=[CH:5][C:4]([S:9][CH2:10][CH2:11][CH2:12][N:13]([C@H:29]2[CH2:34][CH2:33][C@H:32]([CH3:35])[CH2:31][CH2:30]2)[C:14](=[O:28])[NH:15][C:16]2[S:17][C:18]([S:21][C:22]([CH3:27])([CH3:26])[C:23]([OH:25])=[O:24])=[CH:19][N:20]=2)=[CH:3][CH:8]=1. (8) Given the reactants [CH3:1][C:2]1[CH:6]=[C:5]([O:7][C:8]2[CH:13]=[CH:12][CH:11]=[CH:10][C:9]=2[N+:14]([O-])=O)[N:4]([C:17]2[CH:22]=[CH:21][CH:20]=[CH:19][C:18]=2[CH3:23])[N:3]=1, predict the reaction product. The product is: [CH3:1][C:2]1[CH:6]=[C:5]([O:7][C:8]2[CH:13]=[CH:12][CH:11]=[CH:10][C:9]=2[NH2:14])[N:4]([C:17]2[CH:22]=[CH:21][CH:20]=[CH:19][C:18]=2[CH3:23])[N:3]=1. (9) Given the reactants [NH2:1][C:2]1[S:3][CH:4]=[C:5]2[C:10]=1[C:9](=[O:11])[N:8]([C:12]1[CH:17]=[CH:16][C:15](Cl)=[CH:14][CH:13]=1)[N:7]=[C:6]2[C:19]([NH:21][CH:22]([CH3:24])[CH3:23])=[O:20].NC1SC=C2C=1C(=O)N(C1C=CC([F:42])=CC=1)N=C2C(O)=O, predict the reaction product. The product is: [NH2:1][C:2]1[S:3][CH:4]=[C:5]2[C:10]=1[C:9](=[O:11])[N:8]([C:12]1[CH:17]=[CH:16][C:15]([F:42])=[CH:14][CH:13]=1)[N:7]=[C:6]2[C:19]([NH:21][CH:22]([CH3:24])[CH3:23])=[O:20].